This data is from Reaction yield outcomes from USPTO patents with 853,638 reactions. The task is: Predict the reaction yield, written as a fraction of the theoretical maximum amount of product (1.0 means a 100% yield; for example, 0.34 means a 34% yield). The reactants are [CH3:1][O:2][CH2:3][CH2:4][OH:5].C(N(CC)CC)C.[CH3:13][C:14]1[CH:19]=[CH:18][C:17]([S:20](Cl)(=[O:22])=[O:21])=[CH:16][CH:15]=1.C([O-])([O-])=O.[Na+].[Na+]. The catalyst is C(Cl)Cl. The product is [CH3:13][C:14]1[CH:19]=[CH:18][C:17]([S:20]([O:5][CH2:4][CH2:3][O:2][CH3:1])(=[O:22])=[O:21])=[CH:16][CH:15]=1. The yield is 0.690.